Predict the reaction yield, written as a fraction of the theoretical maximum amount of product (1.0 means a 100% yield; for example, 0.34 means a 34% yield). From a dataset of Reaction yield outcomes from USPTO patents with 853,638 reactions. (1) The reactants are [CH2:1]([O:4][C:5]1[CH:14]=[CH:13][C:8]([C:9]([O:11][CH3:12])=[O:10])=[CH:7][C:6]=1I)[CH:2]=[CH2:3].C(O[Na])=O.C(=O)([O-])[O-].[Na+].[Na+]. The catalyst is CN(C=O)C.[N+](CCCC)(CCCC)(CCCC)CCCC.[Cl-].CC([O-])=O.CC([O-])=O.[Pd+2]. The product is [CH3:3][C:2]1[C:6]2[CH:7]=[C:8]([C:9]([O:11][CH3:12])=[O:10])[CH:13]=[CH:14][C:5]=2[O:4][CH:1]=1. The yield is 0.470. (2) The reactants are [OH-].[Na+].[CH3:3][C:4]1[CH:9]=[CH:8][C:7]([S:10](Cl)(=[O:12])=[O:11])=[CH:6][CH:5]=1.[Cl:14][C:15]1[C:16]2[CH:23]=[CH:22][NH:21][C:17]=2[N:18]=[CH:19][N:20]=1. The catalyst is CC(C)=O. The product is [Cl:14][C:15]1[C:16]2[CH:23]=[CH:22][N:21]([S:10]([C:7]3[CH:8]=[CH:9][C:4]([CH3:3])=[CH:5][CH:6]=3)(=[O:12])=[O:11])[C:17]=2[N:18]=[CH:19][N:20]=1. The yield is 0.970. (3) The reactants are Cl.[C:2]([C:4]1[CH:9]=[CH:8][C:7]([NH:10]N)=[CH:6][CH:5]=1)#[N:3].[CH2:12]([O:19][C:20](=[O:29])[NH:21][CH:22]1[CH2:27][CH2:26][C:25](=O)[CH2:24][CH2:23]1)[C:13]1[CH:18]=[CH:17][CH:16]=[CH:15][CH:14]=1. The catalyst is C(O)(=O)C. The product is [CH2:12]([O:19][C:20](=[O:29])[NH:21][CH:22]1[CH2:23][C:24]2[C:8]3[C:7](=[CH:6][CH:5]=[C:4]([C:2]#[N:3])[CH:9]=3)[NH:10][C:25]=2[CH2:26][CH2:27]1)[C:13]1[CH:18]=[CH:17][CH:16]=[CH:15][CH:14]=1. The yield is 0.690.